This data is from Full USPTO retrosynthesis dataset with 1.9M reactions from patents (1976-2016). The task is: Predict the reactants needed to synthesize the given product. Given the product [CH2:1]([N:5]1[C:10](=[O:11])[C:9]([CH2:12][N:30]2[CH2:31][CH2:32][N:27]([CH3:26])[CH2:28][CH2:29]2)=[CH:8][C:7]([C:18]2[CH:23]=[CH:22][C:21]([S:24][CH3:25])=[CH:20][CH:19]=2)=[N:6]1)[CH:2]([CH3:4])[CH3:3], predict the reactants needed to synthesize it. The reactants are: [CH2:1]([N:5]1[C:10](=[O:11])[C:9]([CH2:12]OS(C)(=O)=O)=[CH:8][C:7]([C:18]2[CH:23]=[CH:22][C:21]([S:24][CH3:25])=[CH:20][CH:19]=2)=[N:6]1)[CH:2]([CH3:4])[CH3:3].[CH3:26][N:27]1[CH2:32][CH2:31][NH:30][CH2:29][CH2:28]1.